Task: Predict the reaction yield, written as a fraction of the theoretical maximum amount of product (1.0 means a 100% yield; for example, 0.34 means a 34% yield).. Dataset: Reaction yield outcomes from USPTO patents with 853,638 reactions (1) The reactants are [CH3:1][C:2]1[N:7]=[C:6]2[S:8][C:9]3[CH2:13][CH2:12][CH2:11][C:10]=3[C:5]2=[C:4]([C:14]2[CH:19]=[CH:18][C:17]([Cl:20])=[CH:16][CH:15]=2)[C:3]=1[CH:21]([CH2:26][CH2:27][CH3:28])[C:22]([O:24]C)=[O:23].[OH-].[Na+]. The catalyst is CO.C(O)C. The product is [CH3:1][C:2]1[N:7]=[C:6]2[S:8][C:9]3[CH2:13][CH2:12][CH2:11][C:10]=3[C:5]2=[C:4]([C:14]2[CH:19]=[CH:18][C:17]([Cl:20])=[CH:16][CH:15]=2)[C:3]=1[CH:21]([CH2:26][CH2:27][CH3:28])[C:22]([OH:24])=[O:23]. The yield is 0.610. (2) The reactants are C([Si]([O:8][C:9]1[CH:14]=[CH:13][C:12]([S:15]([CH3:18])(=[O:17])=[O:16])=[CH:11][CH:10]=1)(C)C)(C)(C)C.C([N-]C(C)C)(C)C.[Li+].[CH3:27][C:28]1[CH:35]=[CH:34][CH:33]=[CH:32][C:29]=1[CH:30]=[O:31].C(O)C. The catalyst is O1CCCC1.CCCCCC.CCCCCCC.C(C1C=CC=CC=1)C. The product is [OH:31][CH:30]([C:29]1[CH:32]=[CH:33][CH:34]=[CH:35][C:28]=1[CH3:27])[CH2:18][S:15]([C:12]1[CH:11]=[CH:10][C:9]([OH:8])=[CH:14][CH:13]=1)(=[O:16])=[O:17]. The yield is 0.608. (3) The reactants are [Br:1][C:2]1[CH:7]=[CH:6][C:5]([CH:8]([C:10]2[CH:15]=[CH:14][CH:13]=[CH:12][CH:11]=2)O)=[CH:4][C:3]=1[C:16]([F:19])([F:18])[F:17].FC(F)(F)C(O)=O.C([SiH](CC)CC)C.[NH4+].[Cl-]. The catalyst is C(Cl)Cl.O. The product is [CH2:8]([C:5]1[CH:6]=[CH:7][C:2]([Br:1])=[C:3]([C:16]([F:19])([F:17])[F:18])[CH:4]=1)[C:10]1[CH:11]=[CH:12][CH:13]=[CH:14][CH:15]=1. The yield is 0.840. (4) The reactants are [Br:1][C:2]1[CH:3]=[CH:4][C:5]([NH2:9])=[N:6][C:7]=1[Cl:8].[CH3:10][C:11](OC(C)=O)=[O:12]. No catalyst specified. The product is [Br:1][C:2]1[CH:3]=[CH:4][C:5]([NH:9][C:11](=[O:12])[CH3:10])=[N:6][C:7]=1[Cl:8]. The yield is 0.742. (5) The reactants are [NH:1]1[C:5]2=[CH:6][N:7]=[C:8]([C:10]([O:12]C)=O)[CH:9]=[C:4]2[CH:3]=[N:2]1.[Li+].[OH-].Cl.Cl.[CH3:18][NH:19][OH:20].C(N([CH2:26][CH3:27])CC)C.CN(C(ON1N=N[C:38]2[CH:39]=[CH:40][CH:41]=N[C:37]1=2)=[N+](C)C)C.[F:45][P-](F)(F)(F)(F)F. The catalyst is CO.C(OCC)C.O. The product is [F:45][C:41]1[CH:40]=[CH:39][C:38]([CH2:37][N:1]2[C:5]3=[CH:6][N:7]=[C:8]([C:10]([N:19]([OH:20])[CH3:18])=[O:12])[CH:9]=[C:4]3[CH:3]=[N:2]2)=[CH:27][CH:26]=1. The yield is 1.00. (6) The reactants are [CH2:1]([O:3][C:4]1[C:9]([NH2:10])=[CH:8][N:7]=[CH:6][N:5]=1)[CH3:2].N1C=CC=CC=1.Cl[C:18]([O:20][CH2:21][C:22]([Cl:25])([Cl:24])[Cl:23])=[O:19]. The catalyst is O1CCCC1. The product is [CH2:1]([O:3][C:4]1[C:9]([NH:10][C:18](=[O:19])[O:20][CH2:21][C:22]([Cl:25])([Cl:24])[Cl:23])=[CH:8][N:7]=[CH:6][N:5]=1)[CH3:2]. The yield is 0.765. (7) The reactants are [Na].[Br:2][C:3]1[CH:8]=[CH:7][C:6]([C:9]2[N:10]=[C:11]([C:15]([OH:17])=O)[N:12]([CH3:14])[CH:13]=2)=[CH:5][CH:4]=1.CN1CCOCC1.ClC(OCC(C)C)=O.Cl.[CH3:34][NH:35][O:36][CH3:37]. The catalyst is C(Cl)Cl. The product is [Br:2][C:3]1[CH:4]=[CH:5][C:6]([C:9]2[N:10]=[C:11]([C:15]([N:35]([CH3:34])[O:36][CH3:37])=[O:17])[N:12]([CH3:14])[CH:13]=2)=[CH:7][CH:8]=1. The yield is 0.320.